This data is from Catalyst prediction with 721,799 reactions and 888 catalyst types from USPTO. The task is: Predict which catalyst facilitates the given reaction. (1) Reactant: [N:1]1[C:6]2[N:7]=[CH:8][CH:9]=[CH:10][C:5]=2[CH:4]=[N:3][C:2]=1[NH2:11].[Br:12]Br. Product: [Br:12][C:9]1[CH:8]=[N:7][C:6]2[N:1]=[C:2]([NH2:11])[N:3]=[CH:4][C:5]=2[CH:10]=1. The catalyst class is: 15. (2) Reactant: [CH2:1]([N:3]([CH2:25][CH3:26])[C:4]([C:6]1[CH:11]=[C:10]([Sn](CCCC)(CCCC)CCCC)[CH:9]=[CH:8][N:7]=1)=[O:5])[CH3:2].[Cl:27][C:28]1[N:33]=[C:32](Cl)[CH:31]=[CH:30][N:29]=1.ClCCl. Product: [Cl:27][C:28]1[N:33]=[C:32]([C:10]2[CH:9]=[CH:8][N:7]=[C:6]([C:4]([N:3]([CH2:1][CH3:2])[CH2:25][CH3:26])=[O:5])[CH:11]=2)[CH:31]=[CH:30][N:29]=1. The catalyst class is: 77. (3) Reactant: [CH3:1][O:2][C:3]1[CH:4]=[C:5]2[C:8](=[CH:9][C:10]=1[O:11][CH3:12])[C@H:7]([C:13]([O:15][CH3:16])=[O:14])[CH2:6]2.C1(C2CCCCCCCCCC=2)CCCCCCCCNN=1. Product: [CH3:1][O:2][C:3]1[CH:4]=[C:5]2[C:8](=[CH:9][C:10]=1[O:11][CH3:12])[CH:7]([C:13]([O:15][CH3:16])=[O:14])[CH2:6]2. The catalyst class is: 32. (4) Reactant: Br[C:2]1[CH:3]=[CH:4][C:5]([C:8]([O:10][CH3:11])=[O:9])=[N:6][CH:7]=1.[F:12][C:13]1[CH:18]=[C:17]([CH3:19])[CH:16]=[CH:15][C:14]=1B(O)O.C1(P(C2CCCCC2)C2C=CC=CC=2C2C=CC=CC=2)CCCCC1.[F-].[K+]. Product: [CH3:11][O:10][C:8]([C:5]1[CH:4]=[CH:3][C:2]([C:14]2[CH:15]=[CH:16][C:17]([CH3:19])=[CH:18][C:13]=2[F:12])=[CH:7][N:6]=1)=[O:9]. The catalyst class is: 584. (5) Reactant: C(O)(=O)C.[CH2:5]([O:7][C:8]1[CH:17]=[C:16]2[C:11]([CH2:12][CH2:13][NH:14][CH2:15]2)=[CH:10][C:9]=1[O:18][CH2:19][C:20]1[CH:25]=[CH:24][CH:23]=[CH:22][CH:21]=1)[CH3:6].CCN(C(C)C)C(C)C.[CH3:35][O:36][C:37]1[CH:38]=[C:39]([CH:42]=[C:43]([O:47][CH3:48])[C:44]=1[O:45][CH3:46])[CH2:40]Cl.O. Product: [CH2:5]([O:7][C:8]1[CH:17]=[C:16]2[CH:11]([CH2:12][CH2:13][N:14]([CH2:40][C:39]3[CH:42]=[C:43]([O:47][CH3:48])[C:44]([O:45][CH3:46])=[C:37]([O:36][CH3:35])[CH:38]=3)[CH2:15]2)[CH2:10][C:9]=1[O:18][CH2:19][C:20]1[CH:25]=[CH:24][CH:23]=[CH:22][CH:21]=1)[CH3:6]. The catalyst class is: 39. (6) Reactant: [C:1]([O:5][C:6](=[O:28])[C:7]1[CH:12]=[CH:11][C:10]([NH:13][CH:14]([C:18]2[CH:23]=[CH:22][C:21]([C:24]([CH3:27])([CH3:26])[CH3:25])=[CH:20][CH:19]=2)[C:15]([OH:17])=O)=[CH:9][CH:8]=1)([CH3:4])([CH3:3])[CH3:2].C1C=CC2N(O)N=NC=2C=1.[I:39][C:40]1[CH:46]=[CH:45][C:43]([NH2:44])=[CH:42][CH:41]=1.CCN(C(C)C)C(C)C. Product: [C:1]([O:5][C:6](=[O:28])[C:7]1[CH:12]=[CH:11][C:10]([NH:13][CH:14]([C:18]2[CH:23]=[CH:22][C:21]([C:24]([CH3:25])([CH3:27])[CH3:26])=[CH:20][CH:19]=2)[C:15](=[O:17])[NH:44][C:43]2[CH:45]=[CH:46][C:40]([I:39])=[CH:41][CH:42]=2)=[CH:9][CH:8]=1)([CH3:3])([CH3:4])[CH3:2]. The catalyst class is: 384. (7) Reactant: [CH3:1][Si:2]([O:5]S(C(F)(F)F)(=O)=O)([CH3:4])[CH3:3].[CH3:13][O:14][C:15](=O)[CH2:16][C:17]1[CH:22]=[CH:21][CH:20]=[CH:19][C:18]=1[CH2:23][Cl:24].C(OC)(OC)OC. Product: [Cl:24][CH2:23][C:18]1[CH:19]=[CH:20][CH:21]=[CH:22][C:17]=1[CH:16]=[C:15]([O:14][CH3:13])[O:5][Si:2]([CH3:4])([CH3:3])[CH3:1]. The catalyst class is: 528.